Dataset: Forward reaction prediction with 1.9M reactions from USPTO patents (1976-2016). Task: Predict the product of the given reaction. (1) Given the reactants [CH3:1][O:2][C:3]1[C:4]([CH3:12])=[C:5]([CH:9]=[CH:10][CH:11]=1)[C:6]([OH:8])=[O:7].CC(O)=O.[Br:17]Br, predict the reaction product. The product is: [Br:17][C:9]1[C:5]([C:6]([OH:8])=[O:7])=[C:4]([CH3:12])[C:3]([O:2][CH3:1])=[CH:11][CH:10]=1. (2) The product is: [OH:2][C:3]1[CH:4]=[C:5]2[C:10](=[CH:11][CH:12]=1)[N:9]=[C:8]([N:13]1[CH2:18][CH2:17][CH:16]([C:19]([OH:21])=[O:20])[CH2:15][CH2:14]1)[C:7]([C:23]([F:26])([F:25])[F:24])=[CH:6]2. Given the reactants C[O:2][C:3]1[CH:4]=[C:5]2[C:10](=[CH:11][CH:12]=1)[N:9]=[C:8]([N:13]1[CH2:18][CH2:17][CH:16]([C:19]([O:21]C)=[O:20])[CH2:15][CH2:14]1)[C:7]([C:23]([F:26])([F:25])[F:24])=[CH:6]2.B(Br)(Br)Br.O, predict the reaction product. (3) Given the reactants Cl.[NH2:2][CH2:3][C:4]([O:6][CH2:7][CH3:8])=[O:5].Cl[C:10]1[CH:15]=[CH:14][C:13]([C:22]2[CH:27]=[CH:26][CH:25]=[CH:24][CH:23]=2)([C:16]2[CH:21]=[CH:20][CH:19]=[CH:18][CH:17]=2)[CH2:12][C:11]=1[CH:28]=O, predict the reaction product. The product is: [C:16]1([C:13]2([C:22]3[CH:23]=[CH:24][CH:25]=[CH:26][CH:27]=3)[CH:14]=[CH:15][C:10]3[C:11](=[CH:28][NH:2][C:3]=3[C:4]([O:6][CH2:7][CH3:8])=[O:5])[CH2:12]2)[CH:17]=[CH:18][CH:19]=[CH:20][CH:21]=1. (4) Given the reactants [F:1][C:2]1[CH:10]=[C:9]2[C:5]([C:6]([C:20]3[CH:21]=[N:22][NH:23][CH:24]=3)=[CH:7][N:8]2[S:11]([C:14]2[CH:19]=[CH:18][CH:17]=[CH:16][CH:15]=2)(=[O:13])=[O:12])=[CH:4][CH:3]=1.Br[CH2:26][CH2:27][C:28]([NH2:30])=[O:29].C([O-])([O-])=O.[K+].[K+], predict the reaction product. The product is: [F:1][C:2]1[CH:10]=[C:9]2[C:5]([C:6]([C:20]3[CH:24]=[N:23][N:22]([CH2:26][CH2:27][C:28]([NH2:30])=[O:29])[CH:21]=3)=[CH:7][N:8]2[S:11]([C:14]2[CH:15]=[CH:16][CH:17]=[CH:18][CH:19]=2)(=[O:12])=[O:13])=[CH:4][CH:3]=1. (5) Given the reactants [F:1][C:2]([F:13])([F:12])[C:3]1[CH:4]=[C:5]([CH:9]=[CH:10][CH:11]=1)[C:6]([OH:8])=O.Cl.[NH2:15][CH2:16][C:17]1[CH:28]=[CH:27][C:26]([C:29]#[N:30])=[CH:25][C:18]=1[O:19][CH2:20][C:21]([NH:23][CH3:24])=[O:22], predict the reaction product. The product is: [C:29]([C:26]1[CH:27]=[CH:28][C:17]([CH2:16][NH:15][C:6](=[O:8])[C:5]2[CH:9]=[CH:10][CH:11]=[C:3]([C:2]([F:1])([F:13])[F:12])[CH:4]=2)=[C:18]([O:19][CH2:20][C:21](=[O:22])[NH:23][CH3:24])[CH:25]=1)#[N:30]. (6) Given the reactants [N:1]1[CH:6]=[CH:5][CH:4]=[C:3]([C@H:7]2[CH2:12][CH2:11][CH2:10][C@H:9]([N:13]3C(=O)C4=CC=CC=C4C3=O)[CH2:8]2)[CH:2]=1, predict the reaction product. The product is: [N:1]1[CH:6]=[CH:5][CH:4]=[C:3]([C@H:7]2[CH2:12][CH2:11][CH2:10][C@H:9]([NH2:13])[CH2:8]2)[CH:2]=1.